From a dataset of Full USPTO retrosynthesis dataset with 1.9M reactions from patents (1976-2016). Predict the reactants needed to synthesize the given product. (1) Given the product [Br:21][C:22]1[CH:23]=[CH:24][C:25]([CH2:28][O:3][CH2:4][C@H:5]2[CH2:7][C@@H:6]2[CH:8]2[CH2:9][CH2:10][N:11]([C:14]([O:16][C:17]([CH3:20])([CH3:19])[CH3:18])=[O:15])[CH2:12][CH2:13]2)=[N:26][CH:27]=1, predict the reactants needed to synthesize it. The reactants are: [H-].[Na+].[OH:3][CH2:4][C@H:5]1[CH2:7][C@@H:6]1[CH:8]1[CH2:13][CH2:12][N:11]([C:14]([O:16][C:17]([CH3:20])([CH3:19])[CH3:18])=[O:15])[CH2:10][CH2:9]1.[Br:21][C:22]1[CH:23]=[CH:24][C:25]([CH2:28]Br)=[N:26][CH:27]=1. (2) The reactants are: [C:1]1([C:7]2[C:11]([C:12]3[CH:17]=[CH:16][CH:15]=[CH:14][CH:13]=3)=[C:10]([C:18](O)=[O:19])[S:9][C:8]=2[C:21](O)=[O:22])[CH:6]=[CH:5][CH:4]=[CH:3][CH:2]=1.CO.Cl. Given the product [C:12]1([C:11]2[C:7]([C:1]3[CH:2]=[CH:3][CH:4]=[CH:5][CH:6]=3)=[C:8]([CH2:21][OH:22])[S:9][C:10]=2[CH2:18][OH:19])[CH:13]=[CH:14][CH:15]=[CH:16][CH:17]=1, predict the reactants needed to synthesize it. (3) The reactants are: Cl[C:2]1[CH:3]=[CH:4][C:5]2[N:6]([CH:8]=[CH:9][N:10]=2)[N:7]=1.[B:11]1([B:11]2[O:15][C:14]([CH3:17])([CH3:16])[C:13]([CH3:19])([CH3:18])[O:12]2)[O:15][C:14]([CH3:17])([CH3:16])[C:13]([CH3:19])([CH3:18])[O:12]1.CC([O-])=O.[K+]. Given the product [CH3:18][C:13]1([CH3:19])[C:14]([CH3:17])([CH3:16])[O:15][B:11]([C:2]2[CH:3]=[CH:4][C:5]3[N:6]([CH:8]=[CH:9][N:10]=3)[N:7]=2)[O:12]1, predict the reactants needed to synthesize it. (4) Given the product [CH3:3][C:2]([CH3:5])([CH3:4])[C:1]([O:8][C:9]1[CH:14]=[CH:13][C:12]([C:15]2[CH:16]=[CH:17][C:18]([O:21][C:22]3[C:27](=[O:28])[N:26]([C:29]4[CH:34]=[CH:33][C:32]([CH3:35])=[CH:31][CH:30]=4)[N:25]=[CH:24][C:23]=3[N:36]3[CH2:37][CH2:38][N:39]([C:42]([O:44][C:45]([CH3:48])([CH3:47])[CH3:46])=[O:43])[CH2:40][CH2:41]3)=[CH:19][CH:20]=2)=[CH:11][CH:10]=1)=[O:6], predict the reactants needed to synthesize it. The reactants are: [C:1](Cl)(=[O:6])[C:2]([CH3:5])([CH3:4])[CH3:3].[OH:8][C:9]1[CH:14]=[CH:13][C:12]([C:15]2[CH:20]=[CH:19][C:18]([O:21][C:22]3[C:27](=[O:28])[N:26]([C:29]4[CH:34]=[CH:33][C:32]([CH3:35])=[CH:31][CH:30]=4)[N:25]=[CH:24][C:23]=3[N:36]3[CH2:41][CH2:40][N:39]([C:42]([O:44][C:45]([CH3:48])([CH3:47])[CH3:46])=[O:43])[CH2:38][CH2:37]3)=[CH:17][CH:16]=2)=[CH:11][CH:10]=1. (5) Given the product [F:1][C:2]1[CH:10]=[CH:9][C:5]([C:6]([NH:25][C:22]2[CH:23]=[C:24]3[C:16]([C:13]4[CH:14]=[CH:15][O:11][CH:12]=4)=[CH:17][NH:18][C:19]3=[N:20][CH:21]=2)=[O:7])=[CH:4][CH:3]=1, predict the reactants needed to synthesize it. The reactants are: [F:1][C:2]1[CH:10]=[CH:9][C:5]([C:6](Cl)=[O:7])=[CH:4][CH:3]=1.[O:11]1[CH:15]=[CH:14][C:13]([C:16]2[C:24]3[C:19](=[N:20][CH:21]=[C:22]([NH2:25])[CH:23]=3)[NH:18][CH:17]=2)=[CH:12]1.CCN(CC)CC. (6) The reactants are: [NH2:1][C:2]1[S:3][C:4]([CH2:14][CH2:15][C:16]([NH:18][C:19]2[CH:24]=[CH:23][C:22]([CH2:25][P:26]([O:31][CH2:32][CH3:33])([O:28][CH2:29][CH3:30])=[O:27])=[CH:21][CH:20]=2)=[O:17])=[C:5]([C:7]2[CH:12]=[CH:11][C:10]([Cl:13])=[CH:9][CH:8]=2)[N:6]=1.[C:34]([N:38]=[C:39]=[O:40])([CH3:37])([CH3:36])[CH3:35]. Given the product [Cl:13][C:10]1[CH:9]=[CH:8][C:7]([C:5]2[N:6]=[C:2]([NH:1][C:39]([NH:38][C:34]([CH3:37])([CH3:36])[CH3:35])=[O:40])[S:3][C:4]=2[CH2:14][CH2:15][C:16]([NH:18][C:19]2[CH:24]=[CH:23][C:22]([CH2:25][P:26]([O:28][CH2:29][CH3:30])([O:31][CH2:32][CH3:33])=[O:27])=[CH:21][CH:20]=2)=[O:17])=[CH:12][CH:11]=1, predict the reactants needed to synthesize it. (7) Given the product [F:21][C:15]1[CH:14]=[C:13]2[C:18](=[C:17]([F:19])[C:16]=1[F:20])[N:4]([CH2:3][CH2:2][F:1])[CH:5]=[C:6]([C:7]([O:9][CH2:10][CH3:11])=[O:8])[C:12]2=[O:23], predict the reactants needed to synthesize it. The reactants are: [F:1][CH2:2][CH2:3][NH:4][CH:5]=[C:6]([C:12](=[O:23])[C:13]1[CH:18]=[C:17]([F:19])[C:16]([F:20])=[C:15]([F:21])[C:14]=1F)[C:7]([O:9][CH2:10][CH3:11])=[O:8].[O-]P([O-])([O-])=O.[K+].[K+].[K+].